The task is: Regression. Given a peptide amino acid sequence and an MHC pseudo amino acid sequence, predict their binding affinity value. This is MHC class II binding data.. This data is from Peptide-MHC class II binding affinity with 134,281 pairs from IEDB. The peptide sequence is LRAHLSLESGQSAPS. The MHC is H-2-IAd with pseudo-sequence H-2-IAd. The binding affinity (normalized) is 0.592.